Dataset: Forward reaction prediction with 1.9M reactions from USPTO patents (1976-2016). Task: Predict the product of the given reaction. (1) Given the reactants [C:1]1([CH:7]([C:13]2[CH:18]=[CH:17][CH:16]=[CH:15][CH:14]=2)[C@@H:8]([OH:12])[CH2:9][CH:10]=[CH2:11])[CH:6]=[CH:5][CH:4]=[CH:3][CH:2]=1.[H-].[Na+].[CH2:21](Br)[CH:22]=[CH2:23], predict the reaction product. The product is: [C:13]1([CH:7]([C:1]2[CH:2]=[CH:3][CH:4]=[CH:5][CH:6]=2)[C@@H:8]([O:12][CH2:23][CH:22]=[CH2:21])[CH2:9][CH:10]=[CH2:11])[CH:14]=[CH:15][CH:16]=[CH:17][CH:18]=1. (2) Given the reactants [CH2:1]([C:5]1[N:6]=[C:7]2[C:12]([Cl:13])=[CH:11][CH:10]=[CH:9][N:8]2[CH:14]=1)[CH2:2][C:3]#[CH:4].Br[C:16]1[CH:21]=[CH:20][CH:19]=[CH:18][N:17]=1, predict the reaction product. The product is: [Cl:13][C:12]1[C:7]2[N:8]([CH:14]=[C:5]([CH2:1][CH2:2][C:3]#[C:4][C:16]3[CH:21]=[CH:20][CH:19]=[CH:18][N:17]=3)[N:6]=2)[CH:9]=[CH:10][CH:11]=1. (3) Given the reactants [CH3:1][S:2]([NH2:5])(=[O:4])=[O:3].C(P(C(C)(C)C)C1C=CC=CC=1C1C(C(C)C)=CC(C(C)C)=CC=1C(C)C)(C)(C)C.[CH2:36]([C:40]1[O:41][C:42]2[CH:48]=[CH:47][C:46](Br)=[CH:45][C:43]=2[CH:44]=1)[CH2:37][CH2:38][CH3:39].BrC(CCCC)C(OCC)=O.C(OCC)(=O)C.CC1CCCCC1, predict the reaction product. The product is: [CH2:36]([C:40]1[O:41][C:42]2[CH:48]=[CH:47][C:46]([NH:5][S:2]([CH3:1])(=[O:4])=[O:3])=[CH:45][C:43]=2[CH:44]=1)[CH2:37][CH2:38][CH3:39]. (4) Given the reactants [CH:1]1([N:5]2[CH2:10][CH2:9][NH:8][CH2:7][CH2:6]2)[CH2:4][CH2:3][CH2:2]1.Cl.[N:12]1([C:17](N)=[NH:18])C=CC=N1, predict the reaction product. The product is: [CH:1]1([N:5]2[CH2:10][CH2:9][N:8]([C:17]([NH2:18])=[NH:12])[CH2:7][CH2:6]2)[CH2:4][CH2:3][CH2:2]1. (5) Given the reactants [F:1][C@@H:2]1[C@@H:6]([CH2:7][OH:8])[O:5][C@@H:4]([N:9]2[C:19]3[N:18]=[C:16]([NH2:17])[NH:15][C:13](=[O:14])[C:12]=3[N:11]=[CH:10]2)[CH2:3]1.[CH2:20]([O:27][C:28]([NH:30][C@H:31]([C:35]([O:37][CH2:38][CH:39]([CH2:44][O:45][C:46](=[O:64])[CH2:47][CH2:48][CH2:49][CH2:50][CH2:51][CH2:52][CH2:53][CH2:54][CH2:55][CH2:56][CH2:57][CH2:58][CH2:59][CH2:60][CH2:61][CH2:62][CH3:63])[CH2:40][C:41](O)=[O:42])=[O:36])[CH:32]([CH3:34])[CH3:33])=[O:29])[C:21]1[CH:26]=[CH:25][CH:24]=[CH:23][CH:22]=1.CN(C1C=CC=CN=1)C.C1CCC(N=C=NC2CCCCC2)CC1, predict the reaction product. The product is: [F:1][C@@H:2]1[C@@H:6]([CH2:7][O:8][C:41](=[O:42])[CH2:40][CH:39]([CH2:38][O:37][C:35](=[O:36])[C@H:31]([CH:32]([CH3:33])[CH3:34])[NH:30][C:28]([O:27][CH2:20][C:21]2[CH:26]=[CH:25][CH:24]=[CH:23][CH:22]=2)=[O:29])[CH2:44][O:45][C:46](=[O:64])[CH2:47][CH2:48][CH2:49][CH2:50][CH2:51][CH2:52][CH2:53][CH2:54][CH2:55][CH2:56][CH2:57][CH2:58][CH2:59][CH2:60][CH2:61][CH2:62][CH3:63])[O:5][C@@H:4]([N:9]2[C:19]3[N:18]=[C:16]([NH2:17])[NH:15][C:13](=[O:14])[C:12]=3[N:11]=[CH:10]2)[CH2:3]1. (6) Given the reactants Cl.[Cl:2][C:3]1[CH:4]=[CH:5][C:6]2[CH2:12][CH2:11][C:10]3[CH:13]=[CH:14][CH:15]=[CH:16][C:9]=3[N:8]([CH2:17][CH2:18][CH2:19][NH2:20])[C:7]=2[CH:21]=1.CCN(CC)CC.[F:29][C:30]([F:42])([F:41])[C:31]1[CH:36]=[CH:35][C:34]([S:37](Cl)(=[O:39])=[O:38])=[CH:33][CH:32]=1, predict the reaction product. The product is: [Cl:2][C:3]1[CH:4]=[CH:5][C:6]2[CH2:12][CH2:11][C:10]3[CH:13]=[CH:14][CH:15]=[CH:16][C:9]=3[N:8]([CH2:17][CH2:18][CH2:19][NH:20][S:37]([C:34]3[CH:33]=[CH:32][C:31]([C:30]([F:29])([F:41])[F:42])=[CH:36][CH:35]=3)(=[O:39])=[O:38])[C:7]=2[CH:21]=1. (7) Given the reactants O1C2C=CC(C(Cl)=O)=CC=2OC1.[CH3:13][O:14][C:15]1[CH:16]=[C:17]2[C:22](=[CH:23][C:24]=1[O:25][CH3:26])[N:21]=[CH:20][CH:19]=[C:18]2[O:27][C:28]1[CH:34]=[CH:33][C:31]([NH2:32])=[CH:30][CH:29]=1.[O:35]1[C:39]2[CH:40]=[CH:41][C:42]([C:44]([N:46]=[C:47]=[S:48])=[O:45])=[CH:43][C:38]=2[O:37][CH2:36]1, predict the reaction product. The product is: [O:35]1[C:39]2[CH:40]=[CH:41][C:42]([C:44]([N:46]=[C:47]=[S:48])=[O:45])=[CH:43][C:38]=2[O:37][CH2:36]1.[O:35]1[C:39]2[CH:40]=[CH:41][C:42]([C:44]([NH:46][C:47]([NH:32][C:31]3[CH:33]=[CH:34][C:28]([O:27][C:18]4[C:17]5[C:22](=[CH:23][C:24]([O:25][CH3:26])=[C:15]([O:14][CH3:13])[CH:16]=5)[N:21]=[CH:20][CH:19]=4)=[CH:29][CH:30]=3)=[S:48])=[O:45])=[CH:43][C:38]=2[O:37][CH2:36]1. (8) Given the reactants [Cl:1][C:2]1[CH:10]=[C:9]2[C:5]([C:6]([C:11]([C:13]3[C:14](Cl)=[N:15][CH:16]=[CH:17][CH:18]=3)=[O:12])=[N:7][NH:8]2)=[CH:4][CH:3]=1.[CH2:20]([NH2:27])[C:21]1[CH:26]=[CH:25][CH:24]=[CH:23][CH:22]=1, predict the reaction product. The product is: [CH2:20]([NH:27][C:14]1[C:13]([C:11]([C:6]2[C:5]3[C:9](=[CH:10][C:2]([Cl:1])=[CH:3][CH:4]=3)[NH:8][N:7]=2)=[O:12])=[CH:18][CH:17]=[CH:16][N:15]=1)[C:21]1[CH:26]=[CH:25][CH:24]=[CH:23][CH:22]=1. (9) The product is: [N:53]1[C:54]([C:62]2[CH:63]=[C:64]([NH:68][C:24]([C:19]3[C:20](=[O:23])[O:21][C:22]4[C:17]([CH:18]=3)=[CH:16][CH:15]=[CH:14][C:13]=4[O:12][C:11]([F:10])([F:28])[F:27])=[O:26])[CH:65]=[CH:66][CH:67]=2)=[CH:55][N:56]2[CH:61]=[CH:60][CH:59]=[CH:58][C:57]=12. Given the reactants CCN(C(C)C)C(C)C.[F:10][C:11]([F:28])([F:27])[O:12][C:13]1[CH:14]=[CH:15][CH:16]=[C:17]2[C:22]=1[O:21][C:20](=[O:23])[C:19]([C:24]([OH:26])=O)=[CH:18]2.CN(C(ON1N=NC2C=CC=NC1=2)=[N+](C)C)C.F[P-](F)(F)(F)(F)F.[N:53]1[C:54]([C:62]2[CH:63]=[C:64]([NH2:68])[CH:65]=[CH:66][CH:67]=2)=[CH:55][N:56]2[CH:61]=[CH:60][CH:59]=[CH:58][C:57]=12, predict the reaction product. (10) Given the reactants I[C:2]1[CH:3]=[CH:4][C:5]2[N:6]([C:8]([CH3:15])=[C:9]([C:11]([F:14])([F:13])[F:12])[N:10]=2)[N:7]=1.[CH2:16]([Sn](CCCC)(CCCC)C=C)[CH2:17]CC, predict the reaction product. The product is: [CH3:15][C:8]1[N:6]2[N:7]=[C:2]([CH:16]=[CH2:17])[CH:3]=[CH:4][C:5]2=[N:10][C:9]=1[C:11]([F:14])([F:13])[F:12].